This data is from Forward reaction prediction with 1.9M reactions from USPTO patents (1976-2016). The task is: Predict the product of the given reaction. (1) Given the reactants [CH2:1]([C:4]1[C:5]([NH:12][C:13]2[CH:18]=[CH:17][C:16]([Cl:19])=[CH:15][CH:14]=2)=[N:6][C:7]([Cl:11])=[N:8][C:9]=1[Cl:10])[CH:2]=C.CN1CC[O:24]CC1, predict the reaction product. The product is: [Cl:11][C:7]1[N:8]=[C:9]([Cl:10])[C:4]([CH2:1][CH:2]=[O:24])=[C:5]([NH:12][C:13]2[CH:18]=[CH:17][C:16]([Cl:19])=[CH:15][CH:14]=2)[N:6]=1. (2) Given the reactants C1(C(C2C=CC=CC=2)N2C3C(=CC=CC=3)C(C3C(O)=CC4C[CH2:22][O:23]C=4C=3)C2=O)C=CC=CC=1.[C:34]1([CH:40]([C:63]2[CH:68]=[CH:67][CH:66]=[CH:65][CH:64]=2)[N:41]2[C:49]3[C:44](=[CH:45][CH:46]=[CH:47][CH:48]=3)[CH:43]([C:50]3[C:51]([OH:61])=[CH:52][C:53]4[O:57][CH2:56][C:55]([CH3:59])([CH3:58])[C:54]=4[CH:60]=3)[C:42]2=[O:62])[CH:39]=[CH:38][CH:37]=[CH:36][CH:35]=1, predict the reaction product. The product is: [C:63]1([CH:40]([C:34]2[CH:35]=[CH:36][CH:37]=[CH:38][CH:39]=2)[N:41]2[C:49]3[C:44](=[CH:45][CH:46]=[CH:47][CH:48]=3)[C:43]([C:50]3[C:51]([OH:61])=[CH:52][C:53]4[O:57][CH2:56][C:55]([CH3:58])([CH3:59])[C:54]=4[CH:60]=3)([CH2:22][OH:23])[C:42]2=[O:62])[CH:68]=[CH:67][CH:66]=[CH:65][CH:64]=1.